From a dataset of NCI-60 drug combinations with 297,098 pairs across 59 cell lines. Regression. Given two drug SMILES strings and cell line genomic features, predict the synergy score measuring deviation from expected non-interaction effect. Drug 1: C1=C(C(=O)NC(=O)N1)N(CCCl)CCCl. Drug 2: CC12CCC3C(C1CCC2O)C(CC4=C3C=CC(=C4)O)CCCCCCCCCS(=O)CCCC(C(F)(F)F)(F)F. Cell line: SNB-75. Synergy scores: CSS=19.6, Synergy_ZIP=-8.05, Synergy_Bliss=-2.09, Synergy_Loewe=-1.23, Synergy_HSA=-1.85.